This data is from Full USPTO retrosynthesis dataset with 1.9M reactions from patents (1976-2016). The task is: Predict the reactants needed to synthesize the given product. Given the product [CH3:21][O:20][C:17]1[CH:18]=[CH:19][C:14]([C:11]2[CH:10]=[N:9][CH:8]=[C:7]([C:12]=2[CH3:13])[CH:24]=[O:25])=[CH:15][CH:16]=1, predict the reactants needed to synthesize it. The reactants are: C([Li])CCC.Br[C:7]1[CH:8]=[N:9][CH:10]=[C:11]([C:14]2[CH:19]=[CH:18][C:17]([O:20][CH3:21])=[CH:16][CH:15]=2)[C:12]=1[CH3:13].CN(C)[CH:24]=[O:25].[Cl-].[NH4+].